Predict which catalyst facilitates the given reaction. From a dataset of Catalyst prediction with 721,799 reactions and 888 catalyst types from USPTO. (1) The catalyst class is: 33. Reactant: [N:1]([O-])=O.[Na+].[Cl:5][C:6]1[N:11]=[CH:10][C:9]([NH2:12])=[CH:8][CH:7]=1.[Sn](Cl)(Cl)(Cl)Cl. Product: [ClH:5].[Cl:5][C:6]1[CH:7]=[CH:8][C:9]([NH:12][NH2:1])=[CH:10][N:11]=1. (2) Reactant: [NH2:1][C:2]1[CH:10]=[CH:9][CH:8]=[CH:7][C:3]=1[C:4]([NH2:6])=[O:5].[C:11](N)(=O)[CH3:12]. Product: [CH3:11][C:12]1[NH:6][C:4](=[O:5])[C:3]2[C:2](=[CH:10][CH:9]=[CH:8][CH:7]=2)[N:1]=1. The catalyst class is: 8. (3) Reactant: [Cl:1][C:2]1[CH:15]=[CH:14][C:5]2[S:6][C:7]([C:11](=[O:13])[CH3:12])=[C:8]([CH2:9][CH3:10])[C:4]=2[CH:3]=1.[CH3:16][N:17]([CH:19](OC)OC)[CH3:18]. Product: [Cl:1][C:2]1[CH:15]=[CH:14][C:5]2[S:6][C:7]([C:11](=[O:13])/[CH:12]=[CH:16]/[N:17]([CH3:19])[CH3:18])=[C:8]([CH2:9][CH3:10])[C:4]=2[CH:3]=1. The catalyst class is: 25. (4) Product: [Br:22][C:23]1[S:27][CH:26]=[C:25]([CH2:28][O:20][C:17]2[CH:18]=[CH:19][N:14]([C:11]3[CH:12]=[CH:13][C:6]4[N:5]=[C:4]([CH:1]5[CH2:2][CH2:3]5)[N:8]([CH3:9])[C:7]=4[CH:10]=3)[C:15](=[O:21])[CH:16]=2)[CH:24]=1. The catalyst class is: 1. Reactant: [CH:1]1([C:4]2[N:8]([CH3:9])[C:7]3[CH:10]=[C:11]([N:14]4[CH:19]=[CH:18][C:17]([OH:20])=[CH:16][C:15]4=[O:21])[CH:12]=[CH:13][C:6]=3[N:5]=2)[CH2:3][CH2:2]1.[Br:22][C:23]1[S:27][CH:26]=[C:25]([CH2:28]O)[CH:24]=1.C(P(CCCC)CCCC)CCC.N(C(N1CCCCC1)=O)=NC(N1CCCCC1)=O. (5) Reactant: [CH2:1]([C:5]1[NH:6][C:7]([CH2:11][NH:12][C:13]2[N:14]=[CH:15][NH:16][C:17]=2[C:18]([NH2:20])=[O:19])=[C:8]([Cl:10])[N:9]=1)[CH2:2][CH2:3][CH3:4].[C:21]([N:29]=[C:30]=[S:31])(=[O:28])[C:22]1[CH:27]=[CH:26][CH:25]=[CH:24][CH:23]=1. Product: [C:21]([NH:29][C:30]([CH:11]([NH:12][C:13]1[N:14]=[CH:15][NH:16][C:17]=1[C:18]([NH2:20])=[O:19])[C:7]1[NH:6][C:5]([CH2:1][CH2:2][CH2:3][CH3:4])=[N:9][C:8]=1[Cl:10])=[S:31])(=[O:28])[C:22]1[CH:27]=[CH:26][CH:25]=[CH:24][CH:23]=1. The catalyst class is: 61. (6) Reactant: [CH3:1][O:2][C:3]1[CH:11]=[C:10]([CH3:12])[CH:9]=[CH:8][C:4]=1[C:5](O)=[O:6].[CH3:13][S:14]([NH2:17])(=[O:16])=[O:15].Cl.CN(C)CCCN=C=NCC. Product: [CH3:1][O:2][C:3]1[CH:11]=[C:10]([CH3:12])[CH:9]=[CH:8][C:4]=1[C:5]([NH:17][S:14]([CH3:13])(=[O:16])=[O:15])=[O:6]. The catalyst class is: 143. (7) Reactant: [CH3:1][C:2]1[C:3]2[N:4]([C:8]([C@@H:26]3[CH2:30][CH2:29][CH2:28][NH:27]3)=[N:9][C:10]=2[C:11]2[CH:25]=[CH:24][C:14]([C:15]([NH:17][C:18]3[CH:23]=[CH:22][CH:21]=[CH:20][N:19]=3)=[O:16])=[CH:13][CH:12]=2)[CH:5]=[CH:6][N:7]=1.C(N(CC)CC)C.[C:38](O)(=[O:42])[C:39]#[C:40][CH3:41].CN(C(ON1N=NC2C=CC=NC1=2)=[N+](C)C)C.F[P-](F)(F)(F)(F)F. Product: [C:38]([N:27]1[CH2:28][CH2:29][CH2:30][C@H:26]1[C:8]1[N:4]2[CH:5]=[CH:6][N:7]=[C:2]([CH3:1])[C:3]2=[C:10]([C:11]2[CH:25]=[CH:24][C:14]([C:15]([NH:17][C:18]3[CH:23]=[CH:22][CH:21]=[CH:20][N:19]=3)=[O:16])=[CH:13][CH:12]=2)[N:9]=1)(=[O:42])[C:39]#[C:40][CH3:41]. The catalyst class is: 4.